Dataset: Forward reaction prediction with 1.9M reactions from USPTO patents (1976-2016). Task: Predict the product of the given reaction. (1) Given the reactants [Cl:1][C:2]1[CH:7]=[CH:6][C:5]([N:8]=[C:9]=[O:10])=[C:4]([F:11])[CH:3]=1.[NH2:12][C:13]1[CH:18]=[CH:17][C:16]([C:19]2[O:23][C:22]([C:24]([NH:26][CH:27]([CH:32]([CH3:34])[CH3:33])[C:28]([O:30][CH3:31])=[O:29])=[O:25])=[N:21][CH:20]=2)=[CH:15][CH:14]=1, predict the reaction product. The product is: [Cl:1][C:2]1[CH:7]=[CH:6][C:5]([NH:8][C:9](=[O:10])[NH:12][C:13]2[CH:18]=[CH:17][C:16]([C:19]3[O:23][C:22]([C:24]([NH:26][C@@H:27]([CH:32]([CH3:34])[CH3:33])[C:28]([O:30][CH3:31])=[O:29])=[O:25])=[N:21][CH:20]=3)=[CH:15][CH:14]=2)=[C:4]([F:11])[CH:3]=1. (2) Given the reactants [CH3:1][C:2]([C:6]1[N:7]=[C:8]([C:11]2[CH:16]=[CH:15][N:14]=[C:13]3[N:17](C(C4C=CC=CC=4)(C4C=CC=CC=4)C4C=CC=CC=4)[N:18]=[CH:19][C:12]=23)[S:9][CH:10]=1)([CH3:5])[C:3]#[N:4].C([SiH](CC)CC)C.C(O)(C(F)(F)F)=O, predict the reaction product. The product is: [NH:17]1[C:13]2=[N:14][CH:15]=[CH:16][C:11]([C:8]3[S:9][CH:10]=[C:6]([C:2]([CH3:5])([CH3:1])[C:3]#[N:4])[N:7]=3)=[C:12]2[CH:19]=[N:18]1. (3) Given the reactants [CH2:1]([C:3]1[CH:8]=[CH:7][C:6]([CH:9]2[CH2:14][N:13]([C:15]([N:17]3[CH2:22][CH2:21][O:20][CH2:19][CH2:18]3)=[O:16])[CH2:12][CH:11]([C:23](O)=[O:24])[CH2:10]2)=[CH:5][CH:4]=1)[CH3:2].[F:26][C:27]1[S:31][C:30]([C:32](=[NH:35])[NH:33]O)=[CH:29][CH:28]=1, predict the reaction product. The product is: [CH2:1]([C:3]1[CH:8]=[CH:7][C:6]([CH:9]2[CH2:10][CH:11]([C:23]3[O:24][N:35]=[C:32]([C:30]4[S:31][C:27]([F:26])=[CH:28][CH:29]=4)[N:33]=3)[CH2:12][N:13]([C:15]([N:17]3[CH2:18][CH2:19][O:20][CH2:21][CH2:22]3)=[O:16])[CH2:14]2)=[CH:5][CH:4]=1)[CH3:2]. (4) Given the reactants B.O1CCCC1.[CH3:7][O:8][C:9]1[CH:17]=[CH:16][C:12]([C:13](O)=[O:14])=[CH:11][C:10]=1[N+:18]([O-:20])=[O:19].Cl, predict the reaction product. The product is: [CH3:7][O:8][C:9]1[CH:17]=[CH:16][C:12]([CH2:13][OH:14])=[CH:11][C:10]=1[N+:18]([O-:20])=[O:19]. (5) Given the reactants [CH3:1][C:2]1([CH3:24])[CH2:11][C:10]2[C:5](=[C:6]3[CH2:15][C:14]([CH3:17])([CH3:16])[O:13][C:7]3=[C:8]([OH:12])[CH:9]=2)[C:4]([C:18]2[CH:23]=[CH:22][CH:21]=[CH:20][CH:19]=2)=[N:3]1.[F:25][C:26]([F:39])([F:38])[S:27](O[S:27]([C:26]([F:39])([F:38])[F:25])(=[O:29])=[O:28])(=[O:29])=[O:28].O, predict the reaction product. The product is: [CH3:1][C:2]1([CH3:24])[CH2:11][C:10]2[C:5](=[C:6]3[CH2:15][C:14]([CH3:16])([CH3:17])[O:13][C:7]3=[C:8]([O:12][S:27]([C:26]([F:39])([F:38])[F:25])(=[O:29])=[O:28])[CH:9]=2)[C:4]([C:18]2[CH:19]=[CH:20][CH:21]=[CH:22][CH:23]=2)=[N:3]1.